From a dataset of Full USPTO retrosynthesis dataset with 1.9M reactions from patents (1976-2016). Predict the reactants needed to synthesize the given product. (1) Given the product [Br:1][C:2]1[CH:12]=[CH:11][C:5]([C:6]([O:8][CH2:9][CH3:10])=[O:7])=[CH:4][C:3]=1[O:13][CH2:21][CH3:22], predict the reactants needed to synthesize it. The reactants are: [Br:1][C:2]1[CH:12]=[CH:11][C:5]([C:6]([O:8][CH2:9][CH3:10])=[O:7])=[CH:4][C:3]=1[OH:13].C(=O)([O-])[O-].[K+].[K+].I[CH2:21][CH3:22]. (2) Given the product [NH2:31][C:29]1[S:30][C:12]([C:13]2[CH:18]=[CH:17][N:16]=[C:15]([NH2:19])[CH:14]=2)=[C:11]([C:8]2[CH:7]=[CH:6][C:5]([O:4][CH3:3])=[CH:10][CH:9]=2)[N:28]=1, predict the reactants needed to synthesize it. The reactants are: BrBr.[CH3:3][O:4][C:5]1[CH:10]=[CH:9][C:8]([C:11](=O)[CH2:12][C:13]2[CH:18]=[CH:17][N:16]=[C:15]([NH:19]C(OC(C)(C)C)=O)[CH:14]=2)=[CH:7][CH:6]=1.[NH2:28][C:29]([NH2:31])=[S:30].C(N(CC)CC)C.